Dataset: Reaction yield outcomes from USPTO patents with 853,638 reactions. Task: Predict the reaction yield, written as a fraction of the theoretical maximum amount of product (1.0 means a 100% yield; for example, 0.34 means a 34% yield). (1) The catalyst is O.[C-]#N.[C-]#N.[Zn+2].C1C=CC([P]([Pd]([P](C2C=CC=CC=2)(C2C=CC=CC=2)C2C=CC=CC=2)([P](C2C=CC=CC=2)(C2C=CC=CC=2)C2C=CC=CC=2)[P](C2C=CC=CC=2)(C2C=CC=CC=2)C2C=CC=CC=2)(C2C=CC=CC=2)C2C=CC=CC=2)=CC=1. The product is [C:23]([C:2]1[CH:7]=[CH:6][C:5]([C:8](=[O:22])[CH:9]([NH:14][C:15](=[O:21])[O:16][C:17]([CH3:20])([CH3:19])[CH3:18])[C:10]([CH3:13])([CH3:12])[CH3:11])=[CH:4][CH:3]=1)#[N:24]. The reactants are Cl[C:2]1[CH:7]=[CH:6][C:5]([C:8](=[O:22])[CH:9]([NH:14][C:15](=[O:21])[O:16][C:17]([CH3:20])([CH3:19])[CH3:18])[C:10]([CH3:13])([CH3:12])[CH3:11])=[CH:4][CH:3]=1.[CH3:23][N:24](C=O)C. The yield is 0.430. (2) The reactants are [NH2:1][C:2]1[CH:10]=[C:9]([CH3:11])[CH:8]=[CH:7][C:3]=1[C:4]([NH2:6])=[O:5].[CH:12](O)=O. No catalyst specified. The product is [CH3:11][C:9]1[CH:10]=[C:2]2[C:3]([C:4](=[O:5])[NH:6][CH:12]=[N:1]2)=[CH:7][CH:8]=1. The yield is 0.840. (3) The reactants are FC(F)(F)S(O[C:7]1[CH:8]=[C:9]([C@H:13]2[CH2:17][C:16]3([CH2:22][CH2:21][N:20]([C:23]([O:25]C(C)(C)C)=O)[CH2:19][CH2:18]3)[O:15][CH2:14]2)[CH:10]=[CH:11][CH:12]=1)(=O)=O.[F:32][C:33]1[CH:38]=[CH:37][C:36](B(O)O)=[CH:35][CH:34]=1.C(=O)([O-])[O-].[Cs+].[Cs+].S([O-])([O-])(=O)=O.[Mg+2].[CH3:54][C:55]1[C:59]([CH3:60])=[C:58]([NH:61]C(=O)OC2C=CC=CC=2)[O:57][N:56]=1.CCN(C(C)C)C(C)C. The catalyst is C1(C)C=CC=CC=1.C(O)(C)C.O.C1C=CC(P(C2C=CC=CC=2)[C-]2C=CC=C2)=CC=1.C1C=CC(P(C2C=CC=CC=2)[C-]2C=CC=C2)=CC=1.Cl[Pd]Cl.[Fe+2].C(#N)C. The product is [CH3:54][C:55]1[C:59]([CH3:60])=[C:58]([NH:61][C:23]([N:20]2[CH2:19][CH2:18][C:16]3([O:15][CH2:14][C@@H:13]([C:9]4[CH:10]=[C:11]([C:36]5[CH:37]=[CH:38][C:33]([F:32])=[CH:34][CH:35]=5)[CH:12]=[CH:7][CH:8]=4)[CH2:17]3)[CH2:22][CH2:21]2)=[O:25])[O:57][N:56]=1. The yield is 0.800. (4) The reactants are [Br:1][C:2]1[CH:3]=[C:4]([NH2:9])[C:5]([CH3:8])=[N:6][CH:7]=1.N1C=CC=CC=1.[F:16][C:17]1[CH:22]=[C:21]([F:23])[CH:20]=[CH:19][C:18]=1[S:24](Cl)(=[O:26])=[O:25]. No catalyst specified. The product is [Br:1][C:2]1[CH:3]=[C:4]([NH:9][S:24]([C:18]2[CH:19]=[CH:20][C:21]([F:23])=[CH:22][C:17]=2[F:16])(=[O:26])=[O:25])[C:5]([CH3:8])=[N:6][CH:7]=1. The yield is 0.733. (5) The reactants are [CH2:1]([C:5]1(O)[CH2:11][CH2:10][CH2:9][CH2:8][CH:7]=[CH:6]1)[CH2:2][CH2:3][CH3:4].[Cr](Cl)(O)(=O)=[O:14].N1C=CC=CC=1. The catalyst is ClCCl.C(OCC)C. The product is [CH2:1]([C:5]1=[CH:11][C:10](=[O:14])[CH2:9][CH2:8][CH2:7][CH2:6]1)[CH2:2][CH2:3][CH3:4]. The yield is 0.470. (6) The reactants are [NH2:1][C:2]1[CH:7]=[CH:6][C:5]([C:8]2([C:14]#[N:15])[CH2:13][CH2:12][O:11][CH2:10][CH2:9]2)=[CH:4][C:3]=1[Br:16].C[Si]([N:21]=[N+:22]=[N-:23])(C)C.[F-].C([N+](CCCC)(CCCC)CCCC)CCC. The catalyst is CCOC(C)=O. The product is [Br:16][C:3]1[CH:4]=[C:5]([C:8]2([C:14]3[N:21]=[N:22][NH:23][N:15]=3)[CH2:9][CH2:10][O:11][CH2:12][CH2:13]2)[CH:6]=[CH:7][C:2]=1[NH2:1]. The yield is 0.910. (7) The reactants are [CH2:1]([C@H:8]([NH:32]C(=O)OC(C)(C)C)[C@H:9]([OH:31])[CH2:10][CH:11]([O:25][CH:26]1[CH2:30][CH2:29][CH2:28][CH2:27]1)[S:12]([C:15]1[CH:16]=[C:17]2[C:22](=[CH:23][CH:24]=1)[N:21]=[CH:20][CH:19]=[N:18]2)(=[O:14])=[O:13])[C:2]1[CH:7]=[CH:6][CH:5]=[CH:4][CH:3]=1.FC(F)(F)C(O)=O. No catalyst specified. The product is [NH2:32][C@@H:8]([CH2:1][C:2]1[CH:3]=[CH:4][CH:5]=[CH:6][CH:7]=1)[C@H:9]([OH:31])[CH2:10][CH:11]([O:25][CH:26]1[CH2:27][CH2:28][CH2:29][CH2:30]1)[S:12]([C:15]1[CH:16]=[C:17]2[C:22](=[CH:23][CH:24]=1)[N:21]=[CH:20][CH:19]=[N:18]2)(=[O:13])=[O:14]. The yield is 0.820.